The task is: Predict the product of the given reaction.. This data is from Forward reaction prediction with 1.9M reactions from USPTO patents (1976-2016). (1) Given the reactants I[C:2]1[CH:8]=[CH:7][C:5]([NH2:6])=[CH:4][CH:3]=1.[CH3:9][O:10][CH2:11][CH2:12][OH:13].C(=O)([O-])[O-].[Cs+].[Cs+].N1C2C(=CC=C3C=2N=CC=C3)C=CC=1, predict the reaction product. The product is: [CH3:9][O:10][CH2:11][CH2:12][O:13][C:2]1[CH:8]=[CH:7][C:5]([NH2:6])=[CH:4][CH:3]=1. (2) Given the reactants [F:1][C:2]1[CH:16]=[CH:15][C:5]([CH2:6][O:7][C:8]2[CH:13]=[CH:12][C:11]([OH:14])=[CH:10][CH:9]=2)=[CH:4][CH:3]=1.C(=O)([O-])[O-].[K+].[K+].Br[CH2:24][C:25]([O:27][CH2:28][CH3:29])=[O:26].O, predict the reaction product. The product is: [CH2:28]([O:27][C:25](=[O:26])[CH2:24][O:14][C:11]1[CH:12]=[CH:13][C:8]([O:7][CH2:6][C:5]2[CH:15]=[CH:16][C:2]([F:1])=[CH:3][CH:4]=2)=[CH:9][CH:10]=1)[CH3:29].